Dataset: Forward reaction prediction with 1.9M reactions from USPTO patents (1976-2016). Task: Predict the product of the given reaction. (1) The product is: [F:1][C:2]1[CH:3]=[C:4]([CH:35]=[C:36]([F:38])[CH:37]=1)[CH2:5][N:6]1[C:12](=[O:13])[CH:11]([NH:14][C:15](=[O:34])[C@H:16]([O:17][CH3:18])[C@H:19]([OH:20])[C@@H:24]([OH:25])[C@H:23]([OH:22])/[CH:26]=[CH:27]/[C:28]([CH3:31])([CH3:29])[CH3:30])[CH2:10][S:9][CH2:8][CH2:7]1. Given the reactants [F:1][C:2]1[CH:3]=[C:4]([CH:35]=[C:36]([F:38])[CH:37]=1)[CH2:5][N:6]1[C:12](=[O:13])[CH:11]([NH:14][C:15](=[O:34])[C@@H:16]([C@H:19]2[C@@H:24]([OH:25])[C@@H:23](/[CH:26]=[CH:27]/[C:28]([CH3:31])([CH3:30])[CH3:29])[O:22]C(C)(C)[O:20]2)[O:17][CH3:18])[CH2:10][S:9][CH2:8][CH2:7]1.Cl.[OH-].[Na+], predict the reaction product. (2) The product is: [C:43]([C:46]1[C:47]([O:32][CH2:33][CH2:34][NH:35][C:36](=[O:42])[O:37][C:38]([CH3:39])([CH3:41])[CH3:40])=[C:48]([I:55])[C:49]([C:50]#[N:51])=[C:52]([Cl:54])[CH:53]=1)(=[O:45])[CH3:44]. Given the reactants N(C(OCC)=O)=NC(OCC)=O.C1(P(C2C=CC=CC=2)C2C=CC=CC=2)C=CC=CC=1.[OH:32][CH2:33][CH2:34][NH:35][C:36](=[O:42])[O:37][C:38]([CH3:41])([CH3:40])[CH3:39].[C:43]([C:46]1[CH:53]=[C:52]([Cl:54])[C:49]([C:50]#[N:51])=[C:48]([I:55])[C:47]=1O)(=[O:45])[CH3:44], predict the reaction product. (3) Given the reactants [CH3:1][C:2]1[CH:3]=[CH:4][CH:5]=[C:6]2[C:11]=1[N:10]=[C:9]([C:12]1[CH:17]=[CH:16][CH:15]=[CH:14][C:13]=1[C:18]([F:21])([F:20])[F:19])[C:8]([CH:22]=O)=[CH:7]2.[CH2:24]([NH2:33])[C:25]1[CH:32]=[CH:31][C:28]([O:29][CH3:30])=[CH:27][CH:26]=1.[BH-](OC(C)=O)(OC(C)=O)OC(C)=O.[Na+], predict the reaction product. The product is: [CH3:30][O:29][C:28]1[CH:31]=[CH:32][C:25]([CH2:24][NH:33][CH2:22][C:8]2[C:9]([C:12]3[CH:17]=[CH:16][CH:15]=[CH:14][C:13]=3[C:18]([F:21])([F:20])[F:19])=[N:10][C:11]3[C:6]([CH:7]=2)=[CH:5][CH:4]=[CH:3][C:2]=3[CH3:1])=[CH:26][CH:27]=1. (4) Given the reactants [CH3:1][N:2]1[CH:6]=[C:5]([NH2:7])[C:4]([CH3:8])=[N:3]1.Cl[C:10]1[CH:15]=[C:14]([NH:16][C:17]2[CH:26]=[C:25]([F:27])[CH:24]=[CH:23][C:18]=2[C:19]([NH:21][CH3:22])=[O:20])[C:13]([Cl:28])=[CH:12][N:11]=1, predict the reaction product. The product is: [Cl:28][C:13]1[C:14]([NH:16][C:17]2[CH:26]=[C:25]([F:27])[CH:24]=[CH:23][C:18]=2[C:19]([NH:21][CH3:22])=[O:20])=[CH:15][C:10]([NH:7][C:5]2[C:4]([CH3:8])=[N:3][N:2]([CH3:1])[CH:6]=2)=[N:11][CH:12]=1. (5) The product is: [C:36]([O:35][C:33]([C:9]1[CH:8]=[C:7]([C:6]2[C:2]([CH3:1])=[N:3][O:4][C:5]=2[CH3:40])[CH:19]=[C:18]2[C:10]=1[C:11]1[CH:12]=[C:13]([C:28]([OH:30])=[O:29])[CH:14]=[CH:15][C:16]=1[N:17]2[CH2:20][C:21]1[CH:22]=[CH:23][C:24]([F:27])=[CH:25][CH:26]=1)=[O:34])([CH3:39])([CH3:37])[CH3:38]. Given the reactants [CH3:1][C:2]1[C:6]([C:7]2[CH:8]=[C:9]([C:33]([O:35][C:36]([CH3:39])([CH3:38])[CH3:37])=[O:34])[C:10]3[C:11]4[CH:12]=[C:13]([C:28]([O:30]CC)=[O:29])[CH:14]=[CH:15][C:16]=4[N:17]([CH2:20][C:21]4[CH:26]=[CH:25][C:24]([F:27])=[CH:23][CH:22]=4)[C:18]=3[CH:19]=2)=[C:5]([CH3:40])[O:4][N:3]=1.C1COCC1.[OH-].[Na+], predict the reaction product. (6) Given the reactants [CH3:1][C@H:2]1[C:18]23[CH:21]=[C:22]([CH3:25])[C@H:23]([OH:24])[C@@:17]2([OH:26])[C@H:16]2[C:11]([CH2:12][O:13]C(C)(C)[O:15]2)=[CH:10][CH:9]([C:19]3=[O:20])[CH:5]2[C:6]([CH3:8])([CH3:7])[CH:4]2[CH2:3]1.[C:29](O)(=[O:34])/[C:30](=[CH:32]\[CH3:33])/[CH3:31], predict the reaction product. The product is: [CH3:33]/[CH:32]=[C:30](\[C:29]([O:24][C@@H:23]1[C@@:17]2([OH:26])[C@H:16]([OH:15])[C:11]([CH2:12][OH:13])=[CH:10][C@H:9]3[C@@H:5]4[C:6]([CH3:7])([CH3:8])[C@@H:4]4[CH2:3][C@@H:2]([CH3:1])[C@:18]2([C:19]3=[O:20])[CH:21]=[C:22]1[CH3:25])=[O:34])/[CH3:31]. (7) Given the reactants [C:1]1([CH:7]2[CH2:16][CH2:15][C:14]3[C:9](=[CH:10][CH:11]=[C:12]([O:17][CH:18]4[CH2:23][CH2:22][C:21](=[O:24])[CH2:20][CH2:19]4)[CH:13]=3)[O:8]2)[CH:6]=[CH:5][CH:4]=[CH:3][CH:2]=1.[BH4-].[Na+], predict the reaction product. The product is: [C:1]1([CH:7]2[CH2:16][CH2:15][C:14]3[C:9](=[CH:10][CH:11]=[C:12]([O:17][CH:18]4[CH2:23][CH2:22][CH:21]([OH:24])[CH2:20][CH2:19]4)[CH:13]=3)[O:8]2)[CH:2]=[CH:3][CH:4]=[CH:5][CH:6]=1.